Dataset: Forward reaction prediction with 1.9M reactions from USPTO patents (1976-2016). Task: Predict the product of the given reaction. (1) Given the reactants [OH:1][C:2]1[CH:3]=[C:4]([CH2:8][CH2:9][CH2:10][N:11]2[C:19](=[O:20])[C:18]3[C:13](=[CH:14][CH:15]=[CH:16][CH:17]=3)[C:12]2=[O:21])[CH:5]=[CH:6][CH:7]=1.Br[CH2:23][CH2:24][CH2:25][OH:26], predict the reaction product. The product is: [OH:26][CH2:25][CH2:24][CH2:23][O:1][C:2]1[CH:3]=[C:4]([CH2:8][CH2:9][CH2:10][N:11]2[C:19](=[O:20])[C:18]3[C:13](=[CH:14][CH:15]=[CH:16][CH:17]=3)[C:12]2=[O:21])[CH:5]=[CH:6][CH:7]=1. (2) Given the reactants [Li]CCCC.[CH3:6][N:7]1[CH:11]=[CH:10][N:9]=[CH:8]1.Cl[Si](CC)(CC)CC.CON(C)[C:23]([C:25]1[CH:26]=[N:27][CH:28]=[N:29][CH:30]=1)=[O:24], predict the reaction product. The product is: [CH3:6][N:7]1[C:11]([C:23]([C:25]2[CH:26]=[N:27][CH:28]=[N:29][CH:30]=2)=[O:24])=[CH:10][N:9]=[CH:8]1. (3) Given the reactants Cl.Cl.[N:3]12[CH2:10][CH2:9][CH:6]([CH2:7][CH2:8]1)[C@@H:5]([NH2:11])[CH2:4]2.[I:12][C:13]1[CH:21]=[CH:20][C:16]([C:17](O)=[O:18])=[CH:15][CH:14]=1, predict the reaction product. The product is: [N:3]12[CH2:10][CH2:9][CH:6]([CH2:7][CH2:8]1)[C@@H:5]([NH:11][C:17](=[O:18])[C:16]1[CH:20]=[CH:21][C:13]([I:12])=[CH:14][CH:15]=1)[CH2:4]2. (4) The product is: [Cl:1][C:2]1[CH:3]=[CH:4][C:5]([C:8]2[CH:9]=[CH:10][C:11]([C:14]([N:16]3[C:25]4[C:20](=[CH:21][C:22](/[CH:26]=[CH:27]/[CH2:28][N:29]([CH3:31])[CH3:30])=[CH:23][CH:24]=4)[CH2:19][CH2:18][CH2:17]3)=[O:15])=[CH:12][CH:13]=2)=[CH:6][CH:7]=1. Given the reactants [Cl:1][C:2]1[CH:7]=[CH:6][C:5]([C:8]2[CH:13]=[CH:12][C:11]([C:14]([N:16]3[C:25]4[C:20](=[CH:21][C:22]([CH:26](O)[CH2:27][CH2:28][N:29]([CH3:31])[CH3:30])=[CH:23][CH:24]=4)[CH2:19][CH2:18][CH2:17]3)=[O:15])=[CH:10][CH:9]=2)=[CH:4][CH:3]=1, predict the reaction product. (5) Given the reactants [CH3:1][C:2]1[C:6]([C:7]2[CH:8]=[C:9]3[NH:15][CH:14]=[C:13]([C:16]4[CH:17]=[N:18][N:19]([CH3:21])[CH:20]=4)[C:10]3=[N:11][CH:12]=2)=[C:5]([CH3:22])[O:4][N:3]=1.[H-].[Na+].[N+](C1C=CC(S(O[CH2:38][CH:39]2[CH2:44][CH2:43][C:42]([F:46])([F:45])[CH2:41][CH2:40]2)(=O)=O)=CC=1)([O-])=O.O, predict the reaction product. The product is: [F:45][C:42]1([F:46])[CH2:43][CH2:44][CH:39]([CH2:38][N:15]2[C:9]3[C:10](=[N:11][CH:12]=[C:7]([C:6]4[C:2]([CH3:1])=[N:3][O:4][C:5]=4[CH3:22])[CH:8]=3)[C:13]([C:16]3[CH:17]=[N:18][N:19]([CH3:21])[CH:20]=3)=[CH:14]2)[CH2:40][CH2:41]1. (6) Given the reactants Cl[C:2]1[N:7]=[N:6][C:5]([NH:8][C:9](=[O:17])[CH2:10][C:11]2[CH:16]=[CH:15][CH:14]=[CH:13][CH:12]=2)=[CH:4][CH:3]=1.[CH2:18]([OH:22])[CH2:19][C:20]#[CH:21], predict the reaction product. The product is: [OH:22][CH2:18][CH2:19][C:20]#[C:21][C:2]1[N:7]=[N:6][C:5]([NH:8][C:9](=[O:17])[CH2:10][C:11]2[CH:16]=[CH:15][CH:14]=[CH:13][CH:12]=2)=[CH:4][CH:3]=1. (7) Given the reactants [CH3:1][O:2][C:3]1[CH:11]=[CH:10][CH:9]=[C:8]2[C:4]=1[C:5]([NH:12][CH2:13][C:14]([CH3:22])([C:16]1[CH:21]=[CH:20][CH:19]=[CH:18][CH:17]=1)[CH3:15])=[N:6][NH:7]2.C(=O)([O-])[O-].[K+].[K+].Br[CH:30]([CH3:32])[CH3:31].FC1C=CC=C(OC)C=1C=O.CO.O.C(O)(C(F)(F)F)=O, predict the reaction product. The product is: [CH:30]([N:7]1[C:8]2[C:4](=[C:3]([O:2][CH3:1])[CH:11]=[CH:10][CH:9]=2)[C:5]([NH:12][CH2:13][C:14]([CH3:22])([C:16]2[CH:21]=[CH:20][CH:19]=[CH:18][CH:17]=2)[CH3:15])=[N:6]1)([CH3:32])[CH3:31]. (8) Given the reactants Cl[C:2]1[C:12]([O:13][CH3:14])=[CH:11][C:5]([C:6]([O:8][CH2:9][CH3:10])=[O:7])=[C:4]([CH3:15])[N:3]=1.[NH:16]1[CH2:19][CH:18]([C:20]([OH:22])=[O:21])[CH2:17]1.CCN(C(C)C)C(C)C, predict the reaction product. The product is: [CH2:9]([O:8][C:6]([C:5]1[CH:11]=[C:12]([O:13][CH3:14])[C:2]([N:16]2[CH2:19][CH:18]([C:20]([OH:22])=[O:21])[CH2:17]2)=[N:3][C:4]=1[CH3:15])=[O:7])[CH3:10]. (9) Given the reactants C1CCCCC1.[C:7]([O:11][C:12]([N:14]1[C:22]2[C:17](=[C:18]([C:23]#[C:24][Si](C)(C)C)[CH:19]=[CH:20][CH:21]=2)[CH:16]=[C:15]1[CH3:29])=[O:13])([CH3:10])([CH3:9])[CH3:8].[OH-:30].[Na+].[OH:32]O, predict the reaction product. The product is: [C:7]([O:11][C:12]([N:14]1[C:22]2[CH:21]=[CH:20][CH:19]=[C:18]([CH2:23][C:24]([OH:32])=[O:30])[C:17]=2[CH:16]=[C:15]1[CH3:29])=[O:13])([CH3:10])([CH3:9])[CH3:8].